This data is from Full USPTO retrosynthesis dataset with 1.9M reactions from patents (1976-2016). The task is: Predict the reactants needed to synthesize the given product. (1) Given the product [CH2:21]([N:28]1[CH2:32][CH2:31][C@@H:30]([C:34](=[O:39])[CH2:35][CH:36]([CH3:38])[CH3:37])[C:29]1=[O:33])[C:22]1[CH:27]=[CH:26][CH:25]=[CH:24][CH:23]=1, predict the reactants needed to synthesize it. The reactants are: N#N.C(NC(C)C)(C)C.CC1CCCO1.[Li]CCCC.[CH2:21]([N:28]1[CH2:32][CH2:31][CH2:30][C:29]1=[O:33])[C:22]1[CH:27]=[CH:26][CH:25]=[CH:24][CH:23]=1.[C:34](OCC)(=[O:39])[CH2:35][CH:36]([CH3:38])[CH3:37]. (2) Given the product [NH2:1][C:2]1[C:10]2[C:5](=[CH:6][CH:7]=[CH:8][C:9]=2[F:11])[C:4]([C:19]2[CH:20]=[C:21]([CH3:29])[C:22]([O:27][CH3:28])=[C:23]([CH2:25][OH:26])[CH:24]=2)([C:12]2[CH:17]=[CH:16][CH:15]=[C:14]([C:34]3[CH:35]=[N:30][CH:31]=[N:32][CH:33]=3)[CH:13]=2)[N:3]=1, predict the reactants needed to synthesize it. The reactants are: [NH2:1][C:2]1[C:10]2[C:5](=[CH:6][CH:7]=[CH:8][C:9]=2[F:11])[C:4]([C:19]2[CH:20]=[C:21]([CH3:29])[C:22]([O:27][CH3:28])=[C:23]([CH2:25][OH:26])[CH:24]=2)([C:12]2[CH:17]=[CH:16][CH:15]=[C:14](Br)[CH:13]=2)[N:3]=1.[N:30]1[CH:35]=[C:34](B(O)O)[CH:33]=[N:32][CH:31]=1.C(=O)([O-])[O-].[Cs+].[Cs+]. (3) Given the product [CH:1]1([NH:4][S:5]([C:8]2[CH:9]=[CH:10][C:11]([CH2:14][C:15]([N:24]3[CH2:23][CH2:22][C:21]4[C:26](=[C:27]([N:30]5[CH2:35][CH2:34][N:33]([CH3:36])[CH2:32][CH2:31]5)[CH:28]=[CH:29][C:20]=4[O:19][CH3:18])[CH2:25]3)=[O:17])=[CH:12][CH:13]=2)(=[O:6])=[O:7])[CH2:2][CH2:3]1, predict the reactants needed to synthesize it. The reactants are: [CH:1]1([NH:4][S:5]([C:8]2[CH:13]=[CH:12][C:11]([CH2:14][C:15]([OH:17])=O)=[CH:10][CH:9]=2)(=[O:7])=[O:6])[CH2:3][CH2:2]1.[CH3:18][O:19][C:20]1[CH:29]=[CH:28][C:27]([N:30]2[CH2:35][CH2:34][N:33]([CH3:36])[CH2:32][CH2:31]2)=[C:26]2[C:21]=1[CH2:22][CH2:23][NH:24][CH2:25]2.CN(C(ON1N=NC2C=CC=NC1=2)=[N+](C)C)C.F[P-](F)(F)(F)(F)F. (4) Given the product [CH3:32][C:24]([S:23][C:20]1[CH:21]=[CH:22][C:17]([CH2:16][N:8]([CH2:9][C:10]2[N:11]([CH3:15])[CH:12]=[CH:13][N:14]=2)[C:4]2[CH:3]=[C:2]([NH:40][C:39]3[CH:41]=[CH:42][C:36]([C:35]([F:34])([F:43])[F:44])=[CH:37][CH:38]=3)[N:7]=[CH:6][N:5]=2)=[CH:18][CH:19]=1)([CH3:33])[C:25]([O:27][C:28]([CH3:31])([CH3:30])[CH3:29])=[O:26], predict the reactants needed to synthesize it. The reactants are: Cl[C:2]1[N:7]=[CH:6][N:5]=[C:4]([N:8]([CH2:16][C:17]2[CH:22]=[CH:21][C:20]([S:23][C:24]([CH3:33])([CH3:32])[C:25]([O:27][C:28]([CH3:31])([CH3:30])[CH3:29])=[O:26])=[CH:19][CH:18]=2)[CH2:9][C:10]2[N:11]([CH3:15])[CH:12]=[CH:13][N:14]=2)[CH:3]=1.[F:34][C:35]([F:44])([F:43])[C:36]1[CH:42]=[CH:41][C:39]([NH2:40])=[CH:38][CH:37]=1.[Cl-].C(C1C=CC=C(C(C)C)C=1[N+]1C=CN(C2C(C(C)C)=CC=CC=2C(C)C)C=1)(C)C.CC(C)([O-])C.[K+].